Binary Classification. Given a miRNA mature sequence and a target amino acid sequence, predict their likelihood of interaction. From a dataset of Experimentally validated miRNA-target interactions with 360,000+ pairs, plus equal number of negative samples. (1) The miRNA is mmu-miR-665-3p with sequence ACCAGGAGGCUGAGGUCCCU. The protein sequence of the target gene is MEKLAAGLAGLRWSMGAFPLDLIVSRCRLPTLACLGPGEYAEGVSERDILLIHSCRQWTTVTAHTLEEGHYVIGPKIDIPLQYPGKFKLLEQARDVREPVRYFSSVEEVASVFPDRIFVMEAITFSVKVVSGEFSEDSEVYNFTLHAGDELTLMGQAEILCAKTTKERSRFTTLLRKLGRAGALAGVGGGGPASAGAAGGTGGGGARPVKGKMPCLICMNHRTNESLSLPFQCQGRFSTRSPLELQMQEGEHTVRAIIERVRLPVNVLVPSRPPRNPYDLHPVREGHCYKLVSIISKTVV.... Result: 0 (no interaction). (2) The miRNA is mmu-miR-129-5p with sequence CUUUUUGCGGUCUGGGCUUGC. The protein sequence of the target gene is MDALDKVLKPKTKRAKRFLEKREPKLTENIKNAMLIKGGNANATVTQVLRDMYALKKPYGVLYKKKNITRPFEDQTSLEFFSKKSDCSLFMFGSHNKKRPNNLVIGRMYDYHVLDMIELGIEKFVSLKDIKTSKCPEGTKPMLIFAGDDFDVTEDFRRLKNLLIDFFRGPTVSNVRLAGLEYVLHFTALNGKVYFRSYKLLLKKSGCRTPRIELEEMGPSLDLVMRRTHLASDDLYKLSMKVPKALKPKKRKNISQDTFGTTFGRIHMQKQDLSKLQTRKMKGLKKRPAENGVDDQGKKS.... Result: 1 (interaction). (3) The miRNA is mmu-miR-697 with sequence AACAUCCUGGUCCUGUGGAGA. The protein sequence of the target gene is MADLLGSILSSMEKPPSLGDQESRRKAREQAARLKKLQEQDKQQKVEFRKRMEKEVSDFIQDSGQVKKKFQPMNKIERSILHDVVEVAGLTSFSFGEDDDCRYVMIFKKEFAPSDEELDSYRHGEEWDPQKAEEKRKLKELAQKQEEEAAQQGPAVVSPASDYKDKYSHLIGKGAAKDAAHMLQANKTYGCVPVANKRDTRSIEEAMNEIRAKKRLRQSGEELPTTS. Result: 1 (interaction). (4) The miRNA is hsa-miR-4433b-3p with sequence CAGGAGUGGGGGGUGGGACGU. The protein sequence of the target gene is MVEPGQDLLLAALSESGISPNDLFDIDGGDAGLATPMPTPSVQQSVPLSALELGLETEAAVPVKQEPETVPTPALLNVRQQPPSTTTFVLNQINHLPPLGSTIVMTKTPPVTTNRQTITLTKFIQTTASTRPSVSAPTVRNAMTSAPSKDQVQLKDLLKNNSLNELMKLKPPANIAQPVATAATDVSNGTVKKESSNKEGARMWINDMKMRSFSPTMKVPVVKEDDEPEEEDEEEMGHAETYAEYMPIKLKIGLRHPDAVVETSSLSSVTPPDVWYKTSISEETIDNGWLSALQLEAITY.... Result: 1 (interaction). (5) The miRNA is hsa-miR-6812-5p with sequence AUGGGGUGAGAUGGGGAGGAGCAGC. The protein sequence of the target gene is MGENEDEKQAQAGQVFENFVQASTCKGTLQAFNILTRHLDLDPLDHRNFYSKLKSKVTTWKAKALWYKLDKRGSHKEYKRGKSCTNTKCLIVGGGPCGLRTAIELAYLGAKVVVVEKRDSFSRNNVLHLWPFTIHDLRGLGAKKFYGKFCAGSIDHISIRQLQLILFKVALMLGVEIHVNVEFVKVLEPPEDQENQKIGWRAEFLPTDHSLSEFEFDVIIGADGRRNTLEGFRRKEFRGKLAIAITANFINRNSTAEAKVEEISGVAFIFNQKFFQDLKEETGIDLENIVYYKDCTHYFV.... Result: 1 (interaction). (6) The miRNA is rno-miR-328a-3p with sequence CUGGCCCUCUCUGCCCUUCCGU. The protein sequence of the target gene is MALLRDVSLQDPRDRFELLQRVGAGTYGDVYKARDTVTSELAAVKIVKLDPGDDISSLQQEITILRECRHPNVVAYIGSYLRNDRLWICMEFCGGGSLQEIYHATGPLEERQIAYVCREALKGLHHLHSQGKIHRDIKGANLLLTLQGDVKLADFGVSGELTASVAKRRSFIGTPYWMAPEVAAVERKGGYNELCDVWALGITAIELGELQPPLFHLHPMRALMLMSKSSFQPPKLRDKTRWTQNFHHFLKLALTKNPKKRPTAERLLQHPFTTQHLPPALLTQLLDKASDPHLGTLSPE.... Result: 0 (no interaction). (7) The miRNA is hsa-miR-4481 with sequence GGAGUGGGCUGGUGGUU. The protein sequence of the target gene is MHLFACLCIVLSFLEGVGCLCPSQCTCDYHGRNDGSGSRLVLCNDMDMNELPTNLPVDTVKLRIEKTVIRRISAEAFYYLVELQYLWVTYNSVASIDPSSFYNLKQLHELRLDGNSLAAFPWASLLDMPLLRTLDLHNNKITSVPNEALRYLKNLAYLDLSSNRLTTLPPDFLESWTHLVSTPSGVLDLSPSRIILGLQDNPWFCDCHISKMIELSKVVDPAIVLLDPLMTCSEPERLTGILFQRAELEHCLKPSVMTSATKIMSALGSNVLLRCDATGFPTPQITWTRSDSSPVNYTVI.... Result: 1 (interaction). (8) The miRNA is hsa-miR-516b-5p with sequence AUCUGGAGGUAAGAAGCACUUU. The protein sequence of the target gene is MEPAEQPSELVSAEGRNRKAVLCQRCGSRVLQPGTALFSRRQLFLPSMRKKPALSDGSNPDGDLLQEHWLVEDMFIFENVGFTKDVGNIKFLVCADCEIGPIGWHCLDDKNSFYVALERVSHE. Result: 0 (no interaction). (9) The miRNA is rno-miR-200a-5p with sequence CAUCUUACCGGACAGUGCUGG. The protein sequence of the target gene is MRQHRQFMDRTHYLLTFSSSETLLRLLLRIVDRAPKGRTFGDVLQPAKPEYRVGEVAEVIFVGANPKNSVQNQTHQTFLTVEKYEATSTSWQIVCNDASWETRFYWHKGLLGLSNATVEWHIPDTAQPGIYRIRYFGHNRKQDILKPAVILSFEGTSPAFEVVTI. Result: 0 (no interaction).